Dataset: Full USPTO retrosynthesis dataset with 1.9M reactions from patents (1976-2016). Task: Predict the reactants needed to synthesize the given product. Given the product [N:17]1([CH2:16][C:11]2([OH:15])[CH2:12][CH2:13][CH2:14][C@@H:9]([NH2:8])[CH2:10]2)[C:25]2[C:20](=[CH:21][CH:22]=[CH:23][CH:24]=2)[CH:19]=[N:18]1, predict the reactants needed to synthesize it. The reactants are: Cl.C(OC(=O)[NH:8][CH:9]1[CH2:14][CH2:13][CH2:12][C:11]([CH2:16][N:17]2[C:25]3[C:20](=[CH:21][CH:22]=[CH:23][CH:24]=3)[CH:19]=[N:18]2)([OH:15])[CH2:10]1)(C)(C)C.